From a dataset of Full USPTO retrosynthesis dataset with 1.9M reactions from patents (1976-2016). Predict the reactants needed to synthesize the given product. (1) The reactants are: [CH3:1][C:2]1[CH:10]=[CH:9][CH:8]=[C:7]2[C:3]=1[CH2:4][C:5](=[O:11])[NH:6]2.[I:12]N1C(=O)CCC1=O. Given the product [I:12][C:10]1[C:2]([CH3:1])=[C:3]2[C:7](=[CH:8][CH:9]=1)[NH:6][C:5](=[O:11])[CH2:4]2, predict the reactants needed to synthesize it. (2) Given the product [Cl:14][C:7]1[CH:8]=[C:9]2[C:4](=[CH:5][C:6]=1[O:15][CH3:16])[N:3]=[C:2]([O:18][CH3:17])[C:11]([CH:12]=[O:13])=[CH:10]2, predict the reactants needed to synthesize it. The reactants are: Cl[C:2]1[C:11]([CH:12]=[O:13])=[CH:10][C:9]2[C:4](=[CH:5][C:6]([O:15][CH3:16])=[C:7]([Cl:14])[CH:8]=2)[N:3]=1.[CH3:17][O-:18].[Na+]. (3) Given the product [S:23]1[C:19]2=[N:20][CH:21]=[CH:22][C:17]([O:13][CH:10]3[CH2:9][CH2:8][CH:7]([N:1]4[CH2:2][CH2:3][O:4][CH2:5][CH2:6]4)[CH2:12][CH2:11]3)=[C:18]2[CH:25]=[CH:24]1, predict the reactants needed to synthesize it. The reactants are: [N:1]1([CH:7]2[CH2:12][CH2:11][CH:10]([OH:13])[CH2:9][CH2:8]2)[CH2:6][CH2:5][O:4][CH2:3][CH2:2]1.[H-].[Na+].Cl[C:17]1[CH:22]=[CH:21][N:20]=[C:19]2[S:23][CH:24]=[CH:25][C:18]=12. (4) Given the product [N:7]1[C:6]([NH:8][C:9]([C:11]2[CH:16]=[CH:15][CH:14]=[C:13]([CH3:17])[N:12]=2)=[O:10])=[CH:5][CH:4]=[CH:3][C:2]=1[C:20]1[CH:19]=[N:18][CH:23]=[CH:22][CH:21]=1, predict the reactants needed to synthesize it. The reactants are: Br[C:2]1[N:7]=[C:6]([NH:8][C:9]([C:11]2[CH:16]=[CH:15][CH:14]=[C:13]([CH3:17])[N:12]=2)=[O:10])[CH:5]=[CH:4][CH:3]=1.[N:18]1[CH:23]=[CH:22][CH:21]=[C:20](B(O)O)[CH:19]=1. (5) Given the product [CH3:39][C:3]1[CH:8]=[CH:7][C:6]([C:9]2([C:12]([NH:14][C:15]3[N:16]=[C:17]([N:25]4[CH2:30][CH2:29][N:28]([C:31]5[CH:36]=[CH:35][CH:34]=[CH:33][CH:32]=5)[C:27](=[O:37])[CH2:26]4)[C:18]4[C:23]([CH:24]=3)=[CH:22][CH:21]=[CH:20][CH:19]=4)=[O:13])[CH2:10][CH2:11]2)=[CH:5][CH:4]=1, predict the reactants needed to synthesize it. The reactants are: CO[C:3]1[CH:8]=[CH:7][C:6]([C:9]2([C:12]([NH:14][C:15]3[N:16]=[C:17]([N:25]4[CH2:30][CH2:29][N:28]([C:31]5[CH:36]=[CH:35][CH:34]=[CH:33][CH:32]=5)[C:27](=[O:37])[CH2:26]4)[C:18]4[C:23]([CH:24]=3)=[CH:22][CH:21]=[CH:20][CH:19]=4)=[O:13])[CH2:11][CH2:10]2)=[CH:5][CH:4]=1.Br[C:39]1C2C(=CC=CC=2)C=C(NC(C2(C3C=CC(OC)=CC=3)CC2)=O)N=1.C1(N2CCNCC2=O)C=CC=CC=1.